Dataset: Reaction yield outcomes from USPTO patents with 853,638 reactions. Task: Predict the reaction yield, written as a fraction of the theoretical maximum amount of product (1.0 means a 100% yield; for example, 0.34 means a 34% yield). (1) The yield is 0.0500. The reactants are [Cl:1][C:2]1[CH:21]=[C:20]([F:22])[CH:19]=[CH:18][C:3]=1[O:4][C:5]1[CH:13]=[CH:12][CH:11]=[C:10]([C:14]([F:17])([F:16])[F:15])[C:6]=1[C:7](O)=[O:8].[NH2:23][C:24]1[CH:25]=[CH:26][C:27]([C:30]([O:32]CC)=[O:31])=[N:28][CH:29]=1.CN(C(ON1N=NC2C=CC=NC1=2)=[N+](C)C)C.F[P-](F)(F)(F)(F)F.CN1CCOCC1.[H-].[Na+]. No catalyst specified. The product is [Cl:1][C:2]1[CH:21]=[C:20]([F:22])[CH:19]=[CH:18][C:3]=1[O:4][C:5]1[CH:13]=[CH:12][CH:11]=[C:10]([C:14]([F:15])([F:17])[F:16])[C:6]=1[C:7]([NH:23][C:24]1[CH:25]=[CH:26][C:27]([C:30]([OH:32])=[O:31])=[N:28][CH:29]=1)=[O:8]. (2) The reactants are [Si:1]([O:8][CH2:9][CH2:10][C:11]1([CH2:14]O)[CH2:13][CH2:12]1)([C:4]([CH3:7])([CH3:6])[CH3:5])([CH3:3])[CH3:2].CCN(CC)CC.CS(Cl)(=O)=O.[C:28]1(=[O:38])[NH:32][C:31](=[O:33])[C:30]2=[CH:34][CH:35]=[CH:36][CH:37]=[C:29]12.[K]. The catalyst is C(Cl)Cl.C(OCC)(=O)C.[Cl-].[Na+].O.O. The product is [Si:1]([O:8][CH2:9][CH2:10][C:11]1([CH2:14][N:32]2[C:28](=[O:38])[C:29]3[C:30](=[CH:34][CH:35]=[CH:36][CH:37]=3)[C:31]2=[O:33])[CH2:12][CH2:13]1)([C:4]([CH3:5])([CH3:6])[CH3:7])([CH3:2])[CH3:3]. The yield is 0.380. (3) The reactants are [CH2:1]([O:3][C:4](=[O:16])[C:5]1[CH:10]=[C:9]([S:11][CH2:12][CH3:13])[CH:8]=[C:7]([NH2:14])[C:6]=1[NH2:15])[CH3:2].COC(C1C2N=C(N)[NH:26][C:25]=2C=CC=1)=O.BrC#N. The catalyst is CO. The product is [CH2:1]([O:3][C:4]([C:5]1[C:6]2[N:15]=[C:25]([NH2:26])[NH:14][C:7]=2[CH:8]=[C:9]([S:11][CH2:12][CH3:13])[CH:10]=1)=[O:16])[CH3:2]. The yield is 0.900. (4) The reactants are [Br:1][C:2]1[CH:7]=[CH:6][C:5]([NH:8][C:9](=[O:21])[C:10]2[CH:15]=[CH:14][CH:13]=[C:12]([C:16]([C:19]#[N:20])([CH3:18])[CH3:17])[CH:11]=2)=[CH:4][C:3]=1[N+:22]([O-])=O.C(O)(=O)C.C(O)C.C(#N)C. The catalyst is C1COCC1.[Zn]. The product is [NH2:22][C:3]1[CH:4]=[C:5]([NH:8][C:9](=[O:21])[C:10]2[CH:15]=[CH:14][CH:13]=[C:12]([C:16]([C:19]#[N:20])([CH3:17])[CH3:18])[CH:11]=2)[CH:6]=[CH:7][C:2]=1[Br:1]. The yield is 0.860. (5) The reactants are [CH3:1]C(C)([O-])C.[K+].[C:7]([O:17][C:18]([CH3:21])(C)C)(=[O:16])[CH2:8][C:9]([O:11][C:12]([CH3:15])([CH3:14])[CH3:13])=[O:10].ClCC1([C:27]2[CH:32]=[CH:31][CH:30]=[CH:29][CH:28]=2)CO1.CCCCCC. The catalyst is C(O)(C)(C)C.O1CCCC1. The product is [C:12]([O:11][C:9]([C@:8]12[CH2:1][C@@:21]1([C:27]1[CH:32]=[CH:31][CH:30]=[CH:29][CH:28]=1)[CH2:18][O:17][C:7]2=[O:16])=[O:10])([CH3:13])([CH3:14])[CH3:15]. The yield is 0.540. (6) The reactants are [CH2:1]([C@@H:5]1[NH:10][CH2:9][C@H:8]([C:11]2[CH:16]=[CH:15][CH:14]=[CH:13][CH:12]=2)[NH:7][C:6]1=[O:17])[CH:2]([CH3:4])[CH3:3].[F:18][C:19]1[CH:24]=[CH:23][C:22]([C:25]2[O:29][N:28]=[C:27]([CH:30]=O)[CH:26]=2)=[CH:21][CH:20]=1.C([C@@H]1N(CC2C=C(C3C=CC=CC=3)ON=2)C[C@H](CC(C)C)NC1=O)C(C)C. No catalyst specified. The product is [F:18][C:19]1[CH:20]=[CH:21][C:22]([C:25]2[O:29][N:28]=[C:27]([CH2:30][N:10]3[CH2:9][C@H:8]([C:11]4[CH:12]=[CH:13][CH:14]=[CH:15][CH:16]=4)[NH:7][C:6](=[O:17])[C@@H:5]3[CH2:1][CH:2]([CH3:4])[CH3:3])[CH:26]=2)=[CH:23][CH:24]=1. The yield is 0.540.